From a dataset of NCI-60 drug combinations with 297,098 pairs across 59 cell lines. Regression. Given two drug SMILES strings and cell line genomic features, predict the synergy score measuring deviation from expected non-interaction effect. (1) Drug 1: CC1=C(C=C(C=C1)NC2=NC=CC(=N2)N(C)C3=CC4=NN(C(=C4C=C3)C)C)S(=O)(=O)N.Cl. Drug 2: CC(C)CN1C=NC2=C1C3=CC=CC=C3N=C2N. Cell line: COLO 205. Synergy scores: CSS=-3.58, Synergy_ZIP=6.14, Synergy_Bliss=7.73, Synergy_Loewe=0.892, Synergy_HSA=-0.0473. (2) Drug 1: C(CC(=O)O)C(=O)CN.Cl. Drug 2: CC12CCC3C(C1CCC2OP(=O)(O)O)CCC4=C3C=CC(=C4)OC(=O)N(CCCl)CCCl.[Na+]. Cell line: HT29. Synergy scores: CSS=2.57, Synergy_ZIP=0.0620, Synergy_Bliss=-0.0650, Synergy_Loewe=-2.56, Synergy_HSA=-2.94. (3) Drug 2: N.N.Cl[Pt+2]Cl. Cell line: NCI-H322M. Synergy scores: CSS=-1.27, Synergy_ZIP=0.801, Synergy_Bliss=0.455, Synergy_Loewe=-5.23, Synergy_HSA=-2.57. Drug 1: CN(C(=O)NC(C=O)C(C(C(CO)O)O)O)N=O. (4) Drug 1: CCC1=CC2CC(C3=C(CN(C2)C1)C4=CC=CC=C4N3)(C5=C(C=C6C(=C5)C78CCN9C7C(C=CC9)(C(C(C8N6C)(C(=O)OC)O)OC(=O)C)CC)OC)C(=O)OC.C(C(C(=O)O)O)(C(=O)O)O. Drug 2: CN1C2=C(C=C(C=C2)N(CCCl)CCCl)N=C1CCCC(=O)O.Cl. Cell line: SNB-19. Synergy scores: CSS=4.11, Synergy_ZIP=-5.87, Synergy_Bliss=-9.08, Synergy_Loewe=-37.6, Synergy_HSA=-8.16. (5) Cell line: OVCAR-4. Drug 2: C(CC(=O)O)C(=O)CN.Cl. Drug 1: CN(C)N=NC1=C(NC=N1)C(=O)N. Synergy scores: CSS=10.8, Synergy_ZIP=-2.33, Synergy_Bliss=5.60, Synergy_Loewe=1.47, Synergy_HSA=5.01. (6) Drug 1: CCN(CC)CCNC(=O)C1=C(NC(=C1C)C=C2C3=C(C=CC(=C3)F)NC2=O)C. Drug 2: CC(C)(C#N)C1=CC(=CC(=C1)CN2C=NC=N2)C(C)(C)C#N. Cell line: NCI-H226. Synergy scores: CSS=8.51, Synergy_ZIP=-2.53, Synergy_Bliss=2.49, Synergy_Loewe=1.38, Synergy_HSA=1.67.